Dataset: Reaction yield outcomes from USPTO patents with 853,638 reactions. Task: Predict the reaction yield, written as a fraction of the theoretical maximum amount of product (1.0 means a 100% yield; for example, 0.34 means a 34% yield). (1) The reactants are C[O:2][C:3](=O)[C:4]1[CH:9]=[CH:8][CH:7]=[CH:6][C:5]=1[NH:10][C:11]([NH:13][CH2:14][CH2:15][CH:16]1[O:20][CH2:19][CH2:18][O:17]1)=[O:12].[OH-].[Na+]. The catalyst is C(O)C.O. The product is [O:17]1[CH2:18][CH2:19][O:20][CH:16]1[CH2:15][CH2:14][N:13]1[C:3](=[O:2])[C:4]2[C:5](=[CH:6][CH:7]=[CH:8][CH:9]=2)[NH:10][C:11]1=[O:12]. The yield is 0.430. (2) The yield is 0.530. The product is [N+:15]([C:6]1[CH:5]=[C:4]2[C:9](=[CH:8][CH:7]=1)[NH:1][N:2]=[C:3]2[C:10]([O:12][CH2:13][CH3:14])=[O:11])([O-:17])=[O:16]. The reactants are [NH:1]1[C:9]2[C:4](=[CH:5][CH:6]=[CH:7][CH:8]=2)[C:3]([C:10]([O:12][CH2:13][CH3:14])=[O:11])=[N:2]1.[N+:15]([O-])([OH:17])=[O:16]. The catalyst is S(=O)(=O)(O)O. (3) The reactants are [F:1][C:2]1[CH:22]=[CH:21][C:5]2[N:6]=[C:7]([C:11]3[CH:16]=[CH:15][CH:14]=[CH:13][C:12]=3[O:17]C(=O)C)O[C:9](=[O:10])[C:4]=2[CH:3]=1.[F:23][C:24]1[CH:29]=[CH:28][CH:27]=[CH:26][C:25]=1[CH2:30][CH2:31][NH2:32]. No catalyst specified. The product is [F:1][C:2]1[CH:3]=[C:4]2[C:5](=[CH:21][CH:22]=1)[N:6]=[C:7]([C:11]1[CH:16]=[CH:15][CH:14]=[CH:13][C:12]=1[OH:17])[N:32]([CH2:31][CH2:30][C:25]1[CH:26]=[CH:27][CH:28]=[CH:29][C:24]=1[F:23])[C:9]2=[O:10]. The yield is 0.740. (4) The reactants are Cl[C:2]1[C:7]([N+:8]([O-:10])=[O:9])=[CH:6][CH:5]=[CH:4][C:3]=1[N+:11]([O-:13])=[O:12].Cl.[NH2:15][CH2:16][CH2:17][CH2:18][C:19]([O:21][CH2:22][CH3:23])=[O:20].C(N(CC)CC)C. The catalyst is CO.C(=O)([O-])O.[Na+]. The product is [N+:11]([C:3]1[CH:4]=[CH:5][CH:6]=[C:7]([N+:8]([O-:10])=[O:9])[C:2]=1[NH:15][CH2:16][CH2:17][CH2:18][C:19]([O:21][CH2:22][CH3:23])=[O:20])([O-:13])=[O:12]. The yield is 1.00. (5) The reactants are Cl[C:2]1[CH:19]=[C:6]2[C:7]3[C:12]([CH2:13][CH2:14][N:5]2[C:4](=[O:20])[N:3]=1)=[CH:11][C:10]([O:15][CH3:16])=[C:9]([O:17][CH3:18])[CH:8]=3.[Br:21][C:22]1[CH:27]=[C:26]([CH3:28])[C:25]([OH:29])=[C:24]([CH3:30])[CH:23]=1.C(=O)([O-])[O-].[K+].[K+].C(OCC)(=O)C. The catalyst is CC(O)C.ClCCl. The product is [Br:21][C:22]1[CH:27]=[C:26]([CH3:28])[C:25]([O:29][C:2]2[CH:19]=[C:6]3[C:7]4[C:12]([CH2:13][CH2:14][N:5]3[C:4](=[O:20])[N:3]=2)=[CH:11][C:10]([O:15][CH3:16])=[C:9]([O:17][CH3:18])[CH:8]=4)=[C:24]([CH3:30])[CH:23]=1. The yield is 0.810. (6) The reactants are [CH3:1][O:2][C:3]1[CH:4]=[C:5]([CH2:9][C:10]([OH:12])=[O:11])[CH:6]=[CH:7][CH:8]=1.Cl[CH2:14][C:15](=O)[CH3:16].C(=O)([O-])[O-].[K+].[K+]. The catalyst is C(#N)C.C(OCC)(=O)C. The product is [CH3:1][O:2][C:3]1[CH:4]=[C:5]([C:9]2[C:10](=[O:12])[O:11][CH2:14][C:15]=2[CH3:16])[CH:6]=[CH:7][CH:8]=1. The yield is 0.780.